From a dataset of Full USPTO retrosynthesis dataset with 1.9M reactions from patents (1976-2016). Predict the reactants needed to synthesize the given product. (1) Given the product [CH:1]1([CH2:6][C@H:7]([N:11]2[CH2:15][C:14]([O:16][CH3:17])=[CH:13][C:12]2=[O:18])[C:8]([NH:25][C:26]2[CH:30]=[CH:29][N:28]([CH2:31][C:32]([OH:34])([CH3:33])[CH3:35])[N:27]=2)=[O:10])[CH2:2][CH2:3][CH2:4][CH2:5]1, predict the reactants needed to synthesize it. The reactants are: [CH:1]1([CH2:6][C@H:7]([N:11]2[CH2:15][C:14]([O:16][CH3:17])=[CH:13][C:12]2=[O:18])[C:8]([OH:10])=O)[CH2:5][CH2:4][CH2:3][CH2:2]1.C(Cl)(=O)C(Cl)=O.[NH2:25][C:26]1[CH:30]=[CH:29][N:28]([CH2:31][C:32]([CH3:35])([OH:34])[CH3:33])[N:27]=1.C(N(CC)C(C)C)(C)C. (2) Given the product [NH2:1][C:2]1[N:23]=[C:22]([NH:58][CH2:51][C:52]2[CH:57]=[CH:56][CH:55]=[CH:54][CH:53]=2)[CH:21]=[CH:20][C:3]=1[C:4]([NH:6][CH2:7][C:8]1[S:9][C:10]([O:13][C:14]2[CH:19]=[CH:18][CH:17]=[CH:16][CH:15]=2)=[CH:11][CH:12]=1)=[O:5], predict the reactants needed to synthesize it. The reactants are: [NH2:1][C:2]1[N:23]=[C:22](Cl)[CH:21]=[CH:20][C:3]=1[C:4]([NH:6][CH2:7][C:8]1[S:9][C:10]([O:13][C:14]2[CH:19]=[CH:18][CH:17]=[CH:16][CH:15]=2)=[CH:11][CH:12]=1)=[O:5].C1C=CC(CC(NCN[C@H](C(O)=O)CC2C=CC([N+]([O-])=O)=CC=2)=O)=CC=1.[CH2:51]([NH2:58])[C:52]1[CH:57]=[CH:56][CH:55]=[CH:54][CH:53]=1.C(N(CC)C(C)C)(C)C.FC(F)(F)C(O)=O. (3) Given the product [Cl:1][C:2]1[CH:3]=[C:4]([CH:27]=[CH:28][C:29]=1[O:30][CH3:31])[CH2:5][NH:6][C:7]1[C:12]([C:13]([O:15][CH3:16])=[O:14])=[C:11]([N:17]2[CH2:22][CH2:21][CH:20]([OH:23])[CH2:19][CH2:18]2)[N:10]=[C:9]([N:38]2[CH2:39][CH2:40][N:35]3[CH:34]=[CH:33][N:32]=[C:36]3[CH2:37]2)[N:8]=1, predict the reactants needed to synthesize it. The reactants are: [Cl:1][C:2]1[CH:3]=[C:4]([CH:27]=[CH:28][C:29]=1[O:30][CH3:31])[CH2:5][NH:6][C:7]1[C:12]([C:13]([O:15][CH3:16])=[O:14])=[C:11]([N:17]2[CH2:22][CH2:21][CH:20]([OH:23])[CH2:19][CH2:18]2)[N:10]=[C:9](S(C)=O)[N:8]=1.[N:32]1[CH:33]=[CH:34][N:35]2[CH2:40][CH2:39][NH:38][CH2:37][C:36]=12.C(N(CC)CC)C.CN(C)C(=O)C.